Dataset: Cav3 T-type calcium channel HTS with 100,875 compounds. Task: Binary Classification. Given a drug SMILES string, predict its activity (active/inactive) in a high-throughput screening assay against a specified biological target. The drug is S1C(Cc2nc(SCC(=O)Nc3c(ccc(c3)C)C)n(c(=O)c12)CC)C. The result is 0 (inactive).